From a dataset of Reaction yield outcomes from USPTO patents with 853,638 reactions. Predict the reaction yield, written as a fraction of the theoretical maximum amount of product (1.0 means a 100% yield; for example, 0.34 means a 34% yield). (1) The reactants are [F:8][C:7]([F:10])([F:9])[C:6](O[C:6](=[O:11])[C:7]([F:10])([F:9])[F:8])=[O:11].Cl.[N+:15]([C:18]1[CH:19]=[C:20]([CH2:24][NH2:25])[CH:21]=[CH:22][CH:23]=1)([O-:17])=[O:16].CCN(CC)CC. The catalyst is C(Cl)Cl. The product is [F:10][C:7]([F:8])([F:9])[C:6]([NH:25][CH2:24][C:20]1[CH:21]=[CH:22][CH:23]=[C:18]([N+:15]([O-:17])=[O:16])[CH:19]=1)=[O:11]. The yield is 0.760. (2) The reactants are [CH3:1][N:2]([CH3:15])[C:3]([CH3:14])([CH3:13])[CH2:4][N:5]1[CH:9]=[CH:8][C:7]([N+:10]([O-])=O)=[N:6]1. The catalyst is [C].[Pd].C(O)C.C(OCC)(=O)C. The product is [CH3:1][N:2]([CH3:15])[C:3]([CH3:13])([CH3:14])[CH2:4][N:5]1[CH:9]=[CH:8][C:7]([NH2:10])=[N:6]1. The yield is 0.940. (3) The reactants are Cl[C:2]1[NH:7][C:6]([C:9]2[O:10][CH:11]=[CH:12][CH:13]=2)(N)[N:5]=[CH:4][CH:3]=1.[NH:14]1[CH:18]=[CH:17][CH:16]=[N:15]1.C(=O)([O-])[O-].[Cs+].[Cs+].O.C[N:27](C=O)C. No catalyst specified. The product is [O:10]1[CH:11]=[CH:12][CH:13]=[C:9]1[C:6]1[N:7]=[C:2]([NH2:27])[CH:3]=[C:4]([N:14]2[CH:18]=[CH:17][CH:16]=[N:15]2)[N:5]=1. The yield is 0.550. (4) The reactants are [CH3:1][N:2]1[CH2:7][CH2:6][N:5]2[N:8]=[C:9]([N+:11]([O-])=O)[CH:10]=[C:4]2[CH2:3]1. The catalyst is C(O)C. The product is [CH3:1][N:2]1[CH2:7][CH2:6][N:5]2[N:8]=[C:9]([NH2:11])[CH:10]=[C:4]2[CH2:3]1. The yield is 0.990. (5) The reactants are C[O:2][C:3](=[O:41])[C@H:4]([NH:13][C:14]([C:16]1[CH:21]=[C:20]([N:22]2[CH2:31][CH2:30][C:29]3[C:24](=[CH:25][CH:26]=[CH:27][CH:28]=3)[CH2:23]2)[N:19]=[C:18]([C:32]2[CH:37]=[CH:36][C:35]([N:38]([CH3:40])[CH3:39])=[CH:34][CH:33]=2)[N:17]=1)=[O:15])[CH2:5][C:6]1[CH:11]=[CH:10][C:9]([Cl:12])=[CH:8][CH:7]=1.[OH-].[Li+]. The catalyst is C1COCC1. The product is [Cl:12][C:9]1[CH:10]=[CH:11][C:6]([CH2:5][C@@H:4]([NH:13][C:14]([C:16]2[CH:21]=[C:20]([N:22]3[CH2:31][CH2:30][C:29]4[C:24](=[CH:25][CH:26]=[CH:27][CH:28]=4)[CH2:23]3)[N:19]=[C:18]([C:32]3[CH:33]=[CH:34][C:35]([N:38]([CH3:39])[CH3:40])=[CH:36][CH:37]=3)[N:17]=2)=[O:15])[C:3]([OH:41])=[O:2])=[CH:7][CH:8]=1. The yield is 0.540. (6) The reactants are Br[C:2]1[C:3](=[O:10])[N:4]([CH3:9])[C:5](=[O:8])[C:6]=1[Br:7].Cl.[NH:12]1[CH2:17][CH2:16][C:15](=[O:18])[CH2:14][CH2:13]1.C([O-])([O-])=O.[K+].[K+]. The catalyst is O. The product is [Br:7][C:6]1[C:5](=[O:8])[N:4]([CH3:9])[C:3](=[O:10])[C:2]=1[N:12]1[CH2:17][CH2:16][C:15](=[O:18])[CH2:14][CH2:13]1. The yield is 0.990. (7) The reactants are [F:1][C:2]1[C:7]([OH:8])=[CH:6][N:5]=[C:4]2[NH:9][CH:10]=[CH:11][C:3]=12.[CH:12]([O-:14])=O.[NH4+:15].C[N:17]([CH:19]=O)[CH3:18]. The catalyst is [Pd]. The product is [F:1][C:2]1[C:7]([O:8][C:18]2[C:4]3=[C:3]([CH3:2])[C:12]([OH:14])=[CH:6][N:5]3[N:15]=[CH:19][N:17]=2)=[CH:6][N:5]=[C:4]2[NH:9][CH:10]=[CH:11][C:3]=12. The yield is 0.930. (8) The reactants are [N:1]1[C:6]([N:7]2[C:12](=[O:13])[CH:11]=[CH:10][C:9]([C:14]#[N:15])=[CH:8]2)=[CH:5][CH:4]=[CH:3][C:2]=1[C:16]1[CH:21]=[CH:20][CH:19]=[CH:18][N:17]=1.S(=O)(=O)(O)O.[CH3:27][O:28][C:29]1[C:37]2[O:36][C:35]([CH3:39])([CH3:38])[CH2:34][C:33]=2[CH:32]=[C:31]([CH:40]=[C:41]([CH3:43])[CH3:42])[CH:30]=1.N. The catalyst is C1(C)C=CC=CC=1. The product is [N:1]1[C:6]([N:7]2[CH:8]=[C:9]([C:14]3[C:32]4[C:31](=[CH:30][C:29]([O:28][CH3:27])=[C:37]5[O:36][C:35]([CH3:39])([CH3:38])[CH2:34][C:33]5=4)[CH2:40][C:41]([CH3:43])([CH3:42])[N:15]=3)[CH:10]=[CH:11][C:12]2=[O:13])=[CH:5][CH:4]=[CH:3][C:2]=1[C:16]1[CH:21]=[CH:20][CH:19]=[CH:18][N:17]=1. The yield is 0.170. (9) The product is [CH2:19]([N:26]([CH3:31])[CH2:27][CH2:28][N:29]([CH2:16][C:15]1[C:11]([C:8]2[CH:9]=[CH:10][C:5]([O:4][CH:1]([CH3:3])[CH3:2])=[CH:6][CH:7]=2)=[N:12][N:13]([CH3:18])[CH:14]=1)[CH3:30])[C:20]1[CH:25]=[CH:24][CH:23]=[CH:22][CH:21]=1. The reactants are [CH:1]([O:4][C:5]1[CH:10]=[CH:9][C:8]([C:11]2[C:15]([CH:16]=O)=[CH:14][N:13]([CH3:18])[N:12]=2)=[CH:7][CH:6]=1)([CH3:3])[CH3:2].[CH2:19]([N:26]([CH3:31])[CH2:27][CH2:28][NH:29][CH3:30])[C:20]1[CH:25]=[CH:24][CH:23]=[CH:22][CH:21]=1.[BH3-]C#N.[Na+].O. The catalyst is CO.[Cl-].[Cl-].[Zn+2]. The yield is 0.450. (10) The reactants are [C:1]1([OH:7])[CH:6]=[CH:5][CH:4]=[CH:3][CH:2]=1.[H-].[Na+].[NH2:10][C:11]1[C:12]([C:18]([NH:20][C:21]2[CH:26]=[CH:25][CH:24]=[CH:23][CH:22]=2)=[O:19])=[N:13][C:14](Br)=[CH:15][N:16]=1. The catalyst is CN(C=O)C. The product is [NH2:10][C:11]1[C:12]([C:18]([NH:20][C:21]2[CH:22]=[CH:23][CH:24]=[CH:25][CH:26]=2)=[O:19])=[N:13][C:14]([O:7][C:1]2[CH:6]=[CH:5][CH:4]=[CH:3][CH:2]=2)=[CH:15][N:16]=1. The yield is 0.120.